Dataset: Full USPTO retrosynthesis dataset with 1.9M reactions from patents (1976-2016). Task: Predict the reactants needed to synthesize the given product. (1) Given the product [CH3:14][S:13][C:9]1[N:8]=[C:7]([C:5]2[NH:17][N:2]=[CH:3][CH:4]=2)[CH:12]=[CH:11][N:10]=1, predict the reactants needed to synthesize it. The reactants are: C[N:2](C)/[CH:3]=[CH:4]/[C:5]([C:7]1[CH:12]=[CH:11][N:10]=[C:9]([S:13][CH3:14])[N:8]=1)=O.Cl.[NH2:17]N. (2) Given the product [C:1]([O:5][C:6]([N:8]1[CH2:13][CH2:12][O:11][CH:10]([CH2:14][Br:17])[CH2:9]1)=[O:7])([CH3:4])([CH3:3])[CH3:2], predict the reactants needed to synthesize it. The reactants are: [C:1]([O:5][C:6]([N:8]1[CH2:13][CH2:12][O:11][CH:10]([CH2:14]O)[CH2:9]1)=[O:7])([CH3:4])([CH3:3])[CH3:2].C(Br)(Br)(Br)[Br:17].C1(P(C2C=CC=CC=2)C2C=CC=CC=2)C=CC=CC=1. (3) Given the product [CH3:1][CH:2]1[CH2:13][C:14]2[C:19](=[CH:18][CH:17]=[C:16]([O:20][CH3:21])[CH:15]=2)[C:4](=[O:5])[CH:3]1[C:7]1[CH:8]=[CH:9][CH:10]=[CH:11][CH:12]=1, predict the reactants needed to synthesize it. The reactants are: [CH3:1][CH:2]([CH2:13][C:14]1[CH:19]=[CH:18][CH:17]=[C:16]([O:20][CH3:21])[CH:15]=1)[CH:3]([C:7]1[CH:12]=[CH:11][CH:10]=[CH:9][CH:8]=1)[C:4](O)=[O:5].C(Cl)(=O)C(Cl)=O.[Cl-].[Al+3].[Cl-].[Cl-].Cl. (4) Given the product [F:33][C:29]1[CH:28]=[C:27]([C:24]2[O:23][C:22]([C:9](=[O:8])[CH2:10][CH2:11][CH2:12][CH2:13][CH2:14][CH2:15][C:16]3[CH:17]=[CH:18][CH:19]=[CH:20][CH:21]=3)=[N:26][CH:25]=2)[CH:32]=[CH:31][CH:30]=1, predict the reactants needed to synthesize it. The reactants are: [Si]([O:8][CH:9]([C:22]1[O:23][C:24]([C:27]2[CH:32]=[CH:31][CH:30]=[C:29]([F:33])[CH:28]=2)=[CH:25][N:26]=1)[CH2:10][CH2:11][CH2:12][CH2:13][CH2:14][CH2:15][C:16]1[CH:21]=[CH:20][CH:19]=[CH:18][CH:17]=1)(C(C)(C)C)(C)C.[Si](OC(C1OC([Sn](CCCC)(CCCC)CCCC)=CN=1)CCCCCCC1C=CC=CC=1)(C(C)(C)C)(C)C.FC1C=CC=C(I)C=1. (5) Given the product [F:1][C:2]1[CH:3]=[C:4]([C:9]2[CH2:14][CH2:13][NH:12][CH2:11][CH:10]=2)[CH:5]=[CH:6][C:7]=1[F:8], predict the reactants needed to synthesize it. The reactants are: [F:1][C:2]1[CH:3]=[C:4]([C:9]2(O)[CH2:14][CH2:13][N:12](C(OC(C)(C)C)=O)[CH2:11][CH2:10]2)[CH:5]=[CH:6][C:7]=1[F:8]. (6) Given the product [CH2:43]([OH:86])[CH:47]([OH:54])[CH3:48].[CH3:1][CH2:2][C@@H:3]1[NH:46][C:44](=[O:45])[C@H:43]([C@H:47]([OH:54])[C@@H:48]([CH2:50]/[CH:51]=[CH:52]/[CH3:53])[CH3:49])[N:42]([CH3:55])[C:40](=[O:41])[C@H:39]([CH:56]([CH3:57])[CH3:58])[N:38]([CH3:59])[C:36](=[O:37])[C@H:35]([CH2:60][CH:61]([CH3:62])[CH3:63])[N:34]([CH3:64])[C:32](=[O:33])[C@H:31]([CH2:65][CH:66]([CH3:68])[CH3:67])[N:30]([CH3:69])[C:28](=[O:29])[C@@H:27]([CH3:70])[NH:26][C:24](=[O:25])[C@H:23]([CH3:71])[NH:22][C:20](=[O:21])[C@H:19]([CH2:72][CH:73]([CH3:75])[CH3:74])[N:18]([CH3:76])[C:16](=[O:17])[C@H:15]([CH:77]([CH3:79])[CH3:78])[NH:14][C:12](=[O:13])[C@H:11]([CH2:80][CH:81]([CH3:83])[CH3:82])[N:10]([CH3:84])[C:8](=[O:9])[CH2:7][N:6]([CH3:85])[C:4]1=[O:5], predict the reactants needed to synthesize it. The reactants are: [CH3:1][CH2:2][C@@H:3]1[NH:46][C:44](=[O:45])[C@H:43]([C@H:47]([OH:54])[C@@H:48]([CH2:50]/[CH:51]=[CH:52]/[CH3:53])[CH3:49])[N:42]([CH3:55])[C:40](=[O:41])[C@H:39]([CH:56]([CH3:58])[CH3:57])[N:38]([CH3:59])[C:36](=[O:37])[C@H:35]([CH2:60][CH:61]([CH3:63])[CH3:62])[N:34]([CH3:64])[C:32](=[O:33])[C@H:31]([CH2:65][CH:66]([CH3:68])[CH3:67])[N:30]([CH3:69])[C:28](=[O:29])[C@@H:27]([CH3:70])[NH:26][C:24](=[O:25])[C@H:23]([CH3:71])[NH:22][C:20](=[O:21])[C@H:19]([CH2:72][CH:73]([CH3:75])[CH3:74])[N:18]([CH3:76])[C:16](=[O:17])[C@H:15]([CH:77]([CH3:79])[CH3:78])[NH:14][C:12](=[O:13])[C@H:11]([CH2:80][CH:81]([CH3:83])[CH3:82])[N:10]([CH3:84])[C:8](=[O:9])[CH2:7][N:6]([CH3:85])[C:4]1=[O:5].[OH2:86].